From a dataset of Forward reaction prediction with 1.9M reactions from USPTO patents (1976-2016). Predict the product of the given reaction. (1) Given the reactants [F:1][C:2]([F:31])([F:30])[O:3][C:4]1[CH:9]=[CH:8][C:7]([C:10]2[N:11]=[C:12]([CH2:15][C:16]3([NH:22]C(=O)OC(C)(C)C)[CH2:21][CH2:20][O:19][CH2:18][CH2:17]3)[NH:13][CH:14]=2)=[CH:6][CH:5]=1.Cl, predict the reaction product. The product is: [F:31][C:2]([F:1])([F:30])[O:3][C:4]1[CH:9]=[CH:8][C:7]([C:10]2[N:11]=[C:12]([CH2:15][C:16]3([NH2:22])[CH2:17][CH2:18][O:19][CH2:20][CH2:21]3)[NH:13][CH:14]=2)=[CH:6][CH:5]=1. (2) Given the reactants [C:1]1([CH2:7][O:8][C:9]2[CH:19]=[CH:18][C:12]3[CH2:13][CH2:14][NH:15][CH2:16][CH2:17][C:11]=3[CH:10]=2)[CH:6]=[CH:5][CH:4]=[CH:3][CH:2]=1.I[CH2:21][CH3:22].C(=O)([O-])[O-].[K+].[K+].[I-].[K+], predict the reaction product. The product is: [CH2:21]([N:15]1[CH2:14][CH2:13][C:12]2[CH:18]=[CH:19][C:9]([O:8][CH2:7][C:1]3[CH:2]=[CH:3][CH:4]=[CH:5][CH:6]=3)=[CH:10][C:11]=2[CH2:17][CH2:16]1)[CH3:22].